This data is from Forward reaction prediction with 1.9M reactions from USPTO patents (1976-2016). The task is: Predict the product of the given reaction. (1) Given the reactants [CH3:1][C:2]([C:4]1[CH:9]=[CH:8][C:7]([NH2:10])=[CH:6][CH:5]=1)=[O:3].[B-](F)(F)(F)F.CCOC(C(C#N)=NOC(N(C)C)=[N+](C)C)=O.[C:33]([N:40]1[CH2:48][CH2:47][CH:43]([C:44](O)=[O:45])[CH2:42][CH2:41]1)([O:35][C:36]([CH3:39])([CH3:38])[CH3:37])=[O:34].CCN(C(C)C)C(C)C, predict the reaction product. The product is: [C:36]([O:35][C:33]([N:40]1[CH2:48][CH2:47][CH:43]([C:44](=[O:45])[NH:10][C:7]2[CH:8]=[CH:9][C:4]([C:2](=[O:3])[CH3:1])=[CH:5][CH:6]=2)[CH2:42][CH2:41]1)=[O:34])([CH3:39])([CH3:38])[CH3:37]. (2) Given the reactants [C:1]([C:4]1[N:9]=[N:8][C:7]([NH:10][C@@H:11]2[CH2:16][CH2:15][CH2:14][CH2:13][C@@H:12]2[NH:17]C(=O)OC(C)(C)C)=[CH:6][C:5]=1[NH:25][C:26]1[CH:31]=[C:30]([CH3:32])[CH:29]=[C:28]([CH2:33][CH2:34][CH3:35])[N:27]=1)(=[O:3])[NH2:2].FC(F)(F)C(O)=O, predict the reaction product. The product is: [NH2:17][C@H:12]1[CH2:13][CH2:14][CH2:15][CH2:16][C@H:11]1[NH:10][C:7]1[N:8]=[N:9][C:4]([C:1]([NH2:2])=[O:3])=[C:5]([NH:25][C:26]2[CH:31]=[C:30]([CH3:32])[CH:29]=[C:28]([CH2:33][CH2:34][CH3:35])[N:27]=2)[CH:6]=1. (3) Given the reactants [CH:1]1[C:6]2[S:7][C:8]3[C:9]4[C:14]([N:15]=[C:16]5[C:21]=3[CH:20]=[CH:19][CH:18]=[CH:17]5)=[CH:13][CH:12]=[CH:11][C:10]=4[C:5]=2[CH:4]=[CH:3][CH:2]=1.IC.[Cl:24][CH2:25]Cl, predict the reaction product. The product is: [Cl-:24].[CH3:25][N+:15]1[C:14]2[C:9]3=[C:10]([C:5]4[CH:4]=[CH:3][CH:2]=[CH:1][C:6]=4[S:7][C:8]3=[C:21]3[C:16]=1[CH:17]=[CH:18][CH:19]=[CH:20]3)[CH:11]=[CH:12][CH:13]=2. (4) Given the reactants [F:1][C:2]([F:11])([F:10])[C:3]1[CH:9]=[CH:8][CH:7]=[CH:6][C:4]=1[NH2:5].[CH3:12][CH:13]([C:19](=O)[CH3:20])[C:14](OCC)=[O:15], predict the reaction product. The product is: [CH3:20][C:19]1[C:13]([CH3:12])=[C:14]([OH:15])[C:6]2[C:4](=[C:3]([C:2]([F:10])([F:11])[F:1])[CH:9]=[CH:8][CH:7]=2)[N:5]=1. (5) Given the reactants [CH3:1][N:2]1[C:6]([C:7]([NH:9][C:10]2[CH:11]=[C:12]([CH:39]=[CH:40][CH:41]=2)[C:13]([C:15]2[CH:23]=[C:22]3[C:18]([C:19](=[CH:25][NH:26][C:27]4[CH:32]=[CH:31][C:30]([CH2:33][CH2:34][CH2:35][C:36]([OH:38])=[O:37])=[CH:29][CH:28]=4)[C:20](=[O:24])[NH:21]3)=[CH:17][CH:16]=2)=[O:14])=[O:8])=[CH:5][C:4]([CH3:42])=[N:3]1.[CH2:43]1[CH2:47]N([P+](ON2N=NC3C=CC=CC2=3)(N2CCCC2)N2CCCC2)C[CH2:44]1.F[P-](F)(F)(F)(F)F.C(N(CC)CC)C.Cl.CON, predict the reaction product. The product is: [CH3:1][N:2]1[C:6]([C:7]([NH:9][C:10]2[CH:11]=[C:12]([CH:39]=[CH:40][CH:41]=2)[C:13]([C:15]2[CH:23]=[C:22]3[C:18](/[C:19](=[CH:25]/[NH:26][C:27]4[CH:32]=[CH:31][C:30]([CH2:33][CH2:34][CH2:35][C:36]([O:38][CH:43]([CH3:47])[CH3:44])=[O:37])=[CH:29][CH:28]=4)/[C:20](=[O:24])[NH:21]3)=[CH:17][CH:16]=2)=[O:14])=[O:8])=[CH:5][C:4]([CH3:42])=[N:3]1. (6) Given the reactants [Cl:1][C:2]1[CH:7]=[CH:6][N:5]=[C:4]2[CH:8]=[C:9]([Sn](C)(C)C)[S:10][C:3]=12.Br[C:16]1[N:21]=[CH:20][CH:19]=[CH:18][N:17]=1, predict the reaction product. The product is: [Cl:1][C:2]1[CH:7]=[CH:6][N:5]=[C:4]2[CH:8]=[C:9]([C:16]3[N:21]=[CH:20][CH:19]=[CH:18][N:17]=3)[S:10][C:3]=12.